Dataset: Reaction yield outcomes from USPTO patents with 853,638 reactions. Task: Predict the reaction yield, written as a fraction of the theoretical maximum amount of product (1.0 means a 100% yield; for example, 0.34 means a 34% yield). The reactants are C(OC([N:8]1[CH2:13][CH2:12][CH2:11][CH:10]([CH2:14][NH:15][C@:16]23[CH2:50][CH2:49][C@@H:48]([C:51]([CH3:53])=[CH2:52])[C@@H:17]2[C@@H:18]2[C@@:31]([CH3:34])([CH2:32][CH2:33]3)[C@@:30]3([CH3:35])[C@@H:21]([C@:22]4([CH3:47])[C@@H:27]([CH2:28][CH2:29]3)[C:26]([CH3:37])([CH3:36])[C:25]([C:38]3[CH:46]=[CH:45][C:41]([C:42]([OH:44])=[O:43])=[CH:40][CH:39]=3)=[CH:24][CH2:23]4)[CH2:20][CH2:19]2)[CH2:9]1)=O)(C)(C)C.C(O)(C(F)(F)F)=O. The catalyst is C(Cl)Cl. The product is [CH3:34][C@:31]12[C@@:30]3([CH3:35])[C@@H:21]([C@:22]4([CH3:47])[C@@H:27]([CH2:28][CH2:29]3)[C:26]([CH3:36])([CH3:37])[C:25]([C:38]3[CH:46]=[CH:45][C:41]([C:42]([OH:44])=[O:43])=[CH:40][CH:39]=3)=[CH:24][CH2:23]4)[CH2:20][CH2:19][C@@H:18]1[C@H:17]1[C@H:48]([C:51]([CH3:53])=[CH2:52])[CH2:49][CH2:50][C@:16]1([NH:15][CH2:14][CH:10]1[CH2:11][CH2:12][CH2:13][NH:8][CH2:9]1)[CH2:33][CH2:32]2. The yield is 0.810.